This data is from Reaction yield outcomes from USPTO patents with 853,638 reactions. The task is: Predict the reaction yield, written as a fraction of the theoretical maximum amount of product (1.0 means a 100% yield; for example, 0.34 means a 34% yield). (1) The reactants are [CH3:1][O:2][C:3]1[CH:8]=[CH:7][CH:6]=[CH:5][C:4]=1[C:9]1[C:17]2[C:12](=[N:13][CH:14]=[C:15]([C:18]3[CH:19]=[C:20]([CH:23]=[CH:24][CH:25]=3)[CH:21]=O)[CH:16]=2)[N:11](COCC[Si](C)(C)C)[N:10]=1.[NH:34]1[CH2:38][CH2:37][CH2:36][CH2:35]1.Cl([O-])(=O)(=O)=O. The catalyst is C(O)(=O)C. The product is [CH3:1][O:2][C:3]1[CH:8]=[CH:7][CH:6]=[CH:5][C:4]=1[C:9]1[C:17]2[C:12](=[N:13][CH:14]=[C:15]([C:18]3[CH:25]=[CH:24][CH:23]=[C:20]([CH2:21][N:34]4[CH2:38][CH2:37][CH2:36][CH2:35]4)[CH:19]=3)[CH:16]=2)[NH:11][N:10]=1. The yield is 0.440. (2) The reactants are Cl.[CH3:2][NH:3][O:4][CH3:5].[CH2:6]([O:13][C:14]([NH:16][C@H:17]1[CH2:22][CH2:21][C@H:20]([C:23]([OH:25])=O)[CH2:19][CH2:18]1)=[O:15])[C:7]1[CH:12]=[CH:11][CH:10]=[CH:9][CH:8]=1.F[P-](F)(F)(F)(F)F.N1(OC(N(C)C)=[N+](C)C)C2N=CC=CC=2N=N1.C(=O)([O-])O.[Na+]. The catalyst is CN(C)C=O.C(OCC)(=O)C. The product is [CH2:6]([O:13][C:14](=[O:15])[NH:16][C@H:17]1[CH2:18][CH2:19][C@H:20]([C:23](=[O:25])[N:3]([O:4][CH3:5])[CH3:2])[CH2:21][CH2:22]1)[C:7]1[CH:8]=[CH:9][CH:10]=[CH:11][CH:12]=1. The yield is 0.300.